From a dataset of NCI-60 drug combinations with 297,098 pairs across 59 cell lines. Regression. Given two drug SMILES strings and cell line genomic features, predict the synergy score measuring deviation from expected non-interaction effect. Drug 1: CC1CCCC2(C(O2)CC(NC(=O)CC(C(C(=O)C(C1O)C)(C)C)O)C(=CC3=CSC(=N3)C)C)C. Drug 2: B(C(CC(C)C)NC(=O)C(CC1=CC=CC=C1)NC(=O)C2=NC=CN=C2)(O)O. Cell line: DU-145. Synergy scores: CSS=65.9, Synergy_ZIP=15.8, Synergy_Bliss=14.4, Synergy_Loewe=-7.44, Synergy_HSA=13.8.